This data is from Catalyst prediction with 721,799 reactions and 888 catalyst types from USPTO. The task is: Predict which catalyst facilitates the given reaction. (1) Reactant: [Br:1][C:2]1[CH:7]=[CH:6][C:5]([S:8][CH2:9][C:10](Cl)=C)=[CH:4][CH:3]=1.[CH2:13](NCC)C. Product: [Br:1][C:2]1[CH:3]=[CH:4][C:5]2[S:8][C:9]([CH3:10])=[CH:13][C:6]=2[CH:7]=1. The catalyst class is: 28. (2) Reactant: [C:1]1([C:7]2[CH:16]=[N:15][C:14]3[C:9](=[CH:10][CH:11]=[CH:12][CH:13]=3)[N:8]=2)[CH:6]=[CH:5][CH:4]=[CH:3][CH:2]=1. Product: [C:1]1([C@@H:7]2[CH2:16][NH:15][C:14]3[C:9](=[CH:10][CH:11]=[CH:12][CH:13]=3)[NH:8]2)[CH:2]=[CH:3][CH:4]=[CH:5][CH:6]=1. The catalyst class is: 11. (3) Reactant: C[Si]([N-][Si](C)(C)C)(C)C.[Na+].[NH2:11][C:12]1[CH:13]=[N:14][CH:15]=[CH:16][CH:17]=1.[C:18](O[C:18]([O:20][C:21]([CH3:24])([CH3:23])[CH3:22])=[O:19])([O:20][C:21]([CH3:24])([CH3:23])[CH3:22])=[O:19].O. Product: [N:14]1[CH:15]=[CH:16][CH:17]=[C:12]([NH:11][C:18](=[O:19])[O:20][C:21]([CH3:24])([CH3:23])[CH3:22])[CH:13]=1. The catalyst class is: 7.